This data is from Forward reaction prediction with 1.9M reactions from USPTO patents (1976-2016). The task is: Predict the product of the given reaction. The product is: [OH:1][CH2:17][C:16]1[CH:15]=[CH:21][CH:20]=[CH:19][C:18]=1[NH:9][CH2:14][CH:15]1[CH2:16][CH2:17][C:18](=[O:2])[NH:9][C:14]1=[O:3]. Given the reactants [OH2:1].[OH2:2].[OH2:3].[F-].C([N+:9]([CH2:18][CH2:19][CH2:20][CH3:21])([CH2:14][CH2:15][CH2:16][CH3:17])CCCC)CCC, predict the reaction product.